Dataset: Full USPTO retrosynthesis dataset with 1.9M reactions from patents (1976-2016). Task: Predict the reactants needed to synthesize the given product. Given the product [CH2:5]([N:7]1[C:11]2[N:12]=[CH:13][C:14]([CH:23]([NH:24][CH2:25][C:26]3[CH:27]=[CH:28][CH:29]=[CH:30][CH:31]=3)[CH2:1][CH3:2])=[C:15]([NH:16][CH:17]3[CH2:22][CH2:21][O:20][CH2:19][CH2:18]3)[C:10]=2[CH:9]=[N:8]1)[CH3:6], predict the reactants needed to synthesize it. The reactants are: [CH2:1]([Mg]Br)[CH3:2].[CH2:5]([N:7]1[C:11]2[N:12]=[CH:13][C:14]([CH:23]=[N:24][CH2:25][C:26]3[CH:31]=[CH:30][CH:29]=[CH:28][CH:27]=3)=[C:15]([NH:16][CH:17]3[CH2:22][CH2:21][O:20][CH2:19][CH2:18]3)[C:10]=2[CH:9]=[N:8]1)[CH3:6].